Predict the product of the given reaction. From a dataset of Forward reaction prediction with 1.9M reactions from USPTO patents (1976-2016). (1) Given the reactants [N:1]1[N:5]2[CH:6]=[CH:7][C:8]([CH2:10][N:11]3[C:15]4=[N:16][C:17]([C:20]5[CH:21]=[N:22][N:23]([CH2:25][CH2:26][O:27]C6CCCCO6)[CH:24]=5)=[CH:18][N:19]=[C:14]4[N:13]=[N:12]3)=[CH:9][C:4]2=[CH:3][CH:2]=1.C1C(=O)N(Br)C(=O)C1, predict the reaction product. The product is: [N:1]1[N:5]2[CH:6]=[CH:7][C:8]([CH2:10][N:11]3[C:15]4=[N:16][C:17]([C:20]5[CH:21]=[N:22][N:23]([CH2:25][CH2:26][OH:27])[CH:24]=5)=[CH:18][N:19]=[C:14]4[N:13]=[N:12]3)=[CH:9][C:4]2=[CH:3][CH:2]=1. (2) The product is: [F:68][C:67]1[CH:66]=[C:65]([NH:69][S:70]([CH3:73])(=[O:72])=[O:71])[C:64]([CH3:74])=[CH:63][C:62]=1[C@H:60]([NH:59][C:18]([C:15]1[CH:16]=[C:17]2[C:12](=[CH:13][CH:14]=1)[N:11]=[C:10]([C:21]([F:23])([F:24])[F:22])[CH:9]=[C:8]2[N:4]1[CH2:5][CH2:6][CH2:7][C@@H:3]1[CH2:2][OH:1])=[O:20])[CH3:61]. Given the reactants [OH:1][CH2:2][C@H:3]1[CH2:7][CH2:6][CH2:5][N:4]1[C:8]1[C:17]2[C:12](=[CH:13][CH:14]=[C:15]([C:18]([OH:20])=O)[CH:16]=2)[N:11]=[C:10]([C:21]([F:24])([F:23])[F:22])[CH:9]=1.F[P-](F)(F)(F)(F)F.C[N+](C)=C(N(C)C)ON1C2N=CC=CC=2N=N1.C(N(CC)C(C)C)(C)C.Cl.[NH2:59][C@@H:60]([C:62]1[C:67]([F:68])=[CH:66][C:65]([NH:69][S:70]([CH3:73])(=[O:72])=[O:71])=[C:64]([CH3:74])[CH:63]=1)[CH3:61].C([O-])(O)=O.[Na+], predict the reaction product. (3) The product is: [CH3:12][C:9]1[CH:8]=[CH:7][C:6]2[C:11](=[C:2]([CH:20]([C:21]([O:23][CH2:24][CH3:25])=[O:22])[C:19]([O:27][CH2:28][CH3:29])=[O:26])[CH:3]=[CH:4][CH:5]=2)[N:10]=1. Given the reactants Br[C:2]1[CH:3]=[CH:4][CH:5]=[C:6]2[C:11]=1[N:10]=[C:9]([CH3:12])[CH:8]=[CH:7]2.C([O-])([O-])=O.[Cs+].[Cs+].[C:19]([O:27][CH2:28][CH3:29])(=[O:26])[CH2:20][C:21]([O:23][CH2:24][CH3:25])=[O:22].C(OCC)(=O)C, predict the reaction product. (4) Given the reactants Br[C:2]1[CH:7]=[CH:6][C:5]([C:8]2[O:12][N:11]=[C:10]([CH3:13])[N:9]=2)=[CH:4][CH:3]=1.[CH2:14]([CH:16]([N:19]1[CH2:24][CH2:23][N:22]([C:25]([C@H:27]2[CH2:31][CH2:30][NH:29][CH2:28]2)=[O:26])[CH2:21][CH2:20]1)[CH2:17][CH3:18])[CH3:15], predict the reaction product. The product is: [CH2:14]([CH:16]([N:19]1[CH2:20][CH2:21][N:22]([C:25]([C@H:27]2[CH2:31][CH2:30][N:29]([C:2]3[CH:7]=[CH:6][C:5]([C:8]4[O:12][N:11]=[C:10]([CH3:13])[N:9]=4)=[CH:4][CH:3]=3)[CH2:28]2)=[O:26])[CH2:23][CH2:24]1)[CH2:17][CH3:18])[CH3:15].